Dataset: Forward reaction prediction with 1.9M reactions from USPTO patents (1976-2016). Task: Predict the product of the given reaction. (1) Given the reactants [C:1]1(/[C:7](/[C:17]2[CH:22]=[CH:21][C:20]([CH:23]=[CH:24][C:25](O)=[O:26])=[CH:19][CH:18]=2)=[C:8](/[C:11]2[CH:16]=[CH:15][CH:14]=[CH:13][CH:12]=2)\[CH2:9][CH3:10])[CH:6]=[CH:5][CH:4]=[CH:3][CH:2]=1.[Cl:28][C:29]1[CH:30]=[C:31]([S:35]([NH2:38])(=[O:37])=[O:36])[CH:32]=[CH:33][CH:34]=1, predict the reaction product. The product is: [Cl:28][C:29]1[CH:30]=[C:31]([S:35]([NH:38][C:25](=[O:26])[CH:24]=[CH:23][C:20]2[CH:21]=[CH:22][C:17]([C:7]([C:1]3[CH:6]=[CH:5][CH:4]=[CH:3][CH:2]=3)=[C:8]([C:11]3[CH:12]=[CH:13][CH:14]=[CH:15][CH:16]=3)[CH2:9][CH3:10])=[CH:18][CH:19]=2)(=[O:36])=[O:37])[CH:32]=[CH:33][CH:34]=1. (2) Given the reactants [Si:1]([O:8][CH:9]1[CH:14]2[C@@H:12](O2)[C:11](=[O:15])[CH2:10]1)([C:4]([CH3:7])([CH3:6])[CH3:5])([CH3:3])[CH3:2].[CH3:16][O:17][C:18](=[O:25])[CH2:19][S:20][CH2:21][CH2:22][CH2:23][SH:24].[Si](O[C@@H]1CC(=O)C=C1)(C(C)(C)C)(C)C, predict the reaction product. The product is: [CH3:16][O:17][C:18](=[O:25])[CH2:19][S:20][CH2:21][CH2:22][CH2:23][S:24][C:12]1[C:11](=[O:15])[CH2:10][C@@H:9]([O:8][Si:1]([C:4]([CH3:5])([CH3:6])[CH3:7])([CH3:2])[CH3:3])[CH:14]=1.